This data is from Catalyst prediction with 721,799 reactions and 888 catalyst types from USPTO. The task is: Predict which catalyst facilitates the given reaction. (1) Reactant: [Br:1][C:2]1[CH:3]=[C:4]2[C:8](=[CH:9][CH:10]=1)[C:7](=[O:11])[CH:6]=[CH:5]2.CN(C)P(N(C)C)(N(C)C)=O.[CH3:23][CH2:24][CH2:25]CCC.C([Li])CCC.C(I)(C)C. Product: [Br:1][C:2]1[CH:3]=[C:4]2[C:8](=[CH:9][CH:10]=1)[C:7](=[O:11])[CH:6]([CH:24]([CH3:25])[CH3:23])[CH2:5]2. The catalyst class is: 30. (2) Reactant: [CH3:1][O:2][C:3]1[CH:4]=[CH:5][C:6]([C:9]([O:11]C)=[O:10])=[N:7][CH:8]=1.O.[OH-].[Li+].Cl. Product: [CH3:1][O:2][C:3]1[CH:4]=[CH:5][C:6]([C:9]([OH:11])=[O:10])=[N:7][CH:8]=1. The catalyst class is: 24. (3) Reactant: [C:1]([N:8]1[CH2:12][CH2:11][CH2:10][C@H:9]1[CH2:13][OH:14])([O:3][C:4]([CH3:7])([CH3:6])[CH3:5])=[O:2].[C:15]1(O)[CH:20]=[CH:19][CH:18]=[CH:17][CH:16]=1.C1(P(C2C=CC=CC=2)C2C=CC=CC=2)C=CC=CC=1.N(C(OC(C)C)=O)=NC(OC(C)C)=O. Product: [C:4]([O:3][C:1]([N:8]1[CH2:12][CH2:11][CH2:10][C@H:9]1[CH2:13][O:14][C:15]1[CH:20]=[CH:19][CH:18]=[CH:17][CH:16]=1)=[O:2])([CH3:7])([CH3:6])[CH3:5]. The catalyst class is: 390. (4) Reactant: [Br:1][C:2]1[CH:11]=[CH:10][C:5]([C:6]([NH:8][CH3:9])=[O:7])=[C:4]([NH:12][C:13](=O)[CH2:14][CH2:15][O:16][CH3:17])[CH:3]=1.[OH-].[Na+].O1CCOCC1. Product: [Br:1][C:2]1[CH:3]=[C:4]2[C:5]([C:6](=[O:7])[N:8]([CH3:9])[C:13]([CH2:14][CH2:15][O:16][CH3:17])=[N:12]2)=[CH:10][CH:11]=1. The catalyst class is: 6.